The task is: Predict the product of the given reaction.. This data is from Forward reaction prediction with 1.9M reactions from USPTO patents (1976-2016). (1) Given the reactants [F:1][C:2]1[CH:7]=[CH:6][CH:5]=[CH:4][C:3]=1[O:8][CH3:9].C([Li])CCC.CN([CH:18]=[O:19])C.O, predict the reaction product. The product is: [F:1][C:2]1[C:3]([O:8][CH3:9])=[CH:4][CH:5]=[CH:6][C:7]=1[CH:18]=[O:19]. (2) Given the reactants [OH-].[Na+].Cl[P:4]1(=[O:22])[O:9][CH:8]([C:10]2[C:19]3[C:14](=[CH:15][CH:16]=[CH:17][CH:18]=3)[CH:13]=[CH:12][CH:11]=2)[C:7]([CH3:21])([CH3:20])[CH2:6][O:5]1.Cl.CC[O:26]CC, predict the reaction product. The product is: [OH:26][P:4]1(=[O:22])[O:9][CH:8]([C:10]2[C:19]3[C:14](=[CH:15][CH:16]=[CH:17][CH:18]=3)[CH:13]=[CH:12][CH:11]=2)[C:7]([CH3:21])([CH3:20])[CH2:6][O:5]1. (3) Given the reactants [Br:1][C:2]1[CH:7]=[C:6]([C:8]#[CH:9])[CH:5]=[CH:4][N:3]=1.[CH3:10][O:11][C:12]1[CH:21]=[CH:20][C:15]([CH2:16][N:17]=[N+:18]=[N-:19])=[CH:14][CH:13]=1.O=C1O[C@H]([C@H](CO)O)C([O-])=C1O.[Na+].O, predict the reaction product. The product is: [Br:1][C:2]1[CH:7]=[C:6]([C:8]2[N:19]=[N:18][N:17]([CH2:16][C:15]3[CH:20]=[CH:21][C:12]([O:11][CH3:10])=[CH:13][CH:14]=3)[CH:9]=2)[CH:5]=[CH:4][N:3]=1. (4) Given the reactants [Cl:1][C:2]1[CH:8]=[CH:7][CH:6]=[C:5]([Cl:9])[C:3]=1[NH2:4].OO.CO.[OH-:14].[K+].[OH2:16], predict the reaction product. The product is: [Cl:1][C:2]1[CH:8]=[CH:7][CH:6]=[C:5]([Cl:9])[C:3]=1[N+:4]([O-:16])=[O:14].